Dataset: Catalyst prediction with 721,799 reactions and 888 catalyst types from USPTO. Task: Predict which catalyst facilitates the given reaction. (1) Reactant: C[O:2][C:3]([C:5]1[C:10]([C:11](OC)=[O:12])=[CH:9][CH:8]=[CH:7][N:6]=1)=O. Product: [OH:12][CH2:11][C:10]1[C:5]([CH2:3][OH:2])=[N:6][CH:7]=[CH:8][CH:9]=1. The catalyst class is: 14. (2) Reactant: [NH:1]1[CH:5]=[CH:4][CH:3]=[CH:2]1.C([Li])CCC.[C:11]1([S:17](Cl)(=[O:19])=[O:18])[CH:16]=[CH:15][CH:14]=[CH:13][CH:12]=1. Product: [C:11]1([S:17]([N:1]2[CH:5]=[CH:4][CH:3]=[CH:2]2)(=[O:19])=[O:18])[CH:16]=[CH:15][CH:14]=[CH:13][CH:12]=1. The catalyst class is: 30. (3) Reactant: Br[C:2]1[CH:10]=[CH:9][C:8]2[C:4](=[CH:5][NH:6][N:7]=2)[CH:3]=1.[Li]CCCC.CN([CH:19]=[O:20])C.O. Product: [N:7]1[NH:6][CH:5]=[C:4]2[C:8]=1[CH:9]=[CH:10][C:2]([CH:19]=[O:20])=[CH:3]2. The catalyst class is: 134. (4) Reactant: [ClH:1].C(OCC([NH:10][C@@H:11]([C:19]([N:21]1[CH2:45][CH2:44][CH2:43][C@H:22]1[C:23]([NH:25][CH2:26][C:27]1[CH:32]=[C:31]([Cl:33])[CH:30]=[CH:29][C:28]=1[CH2:34][NH:35]C(OC(C)(C)C)=O)=[O:24])=[O:20])[CH2:12][C:13]1[CH:18]=[CH:17][CH:16]=[CH:15][CH:14]=1)=O)(C)(C)C. Product: [ClH:33].[ClH:1].[NH2:10][C@@H:11]([C:19]([N:21]1[CH2:45][CH2:44][CH2:43][C@H:22]1[C:23]([NH:25][CH2:26][C:27]1[CH:32]=[C:31]([Cl:33])[CH:30]=[CH:29][C:28]=1[CH2:34][NH3+:35])=[O:24])=[O:20])[CH2:12][C:13]1[CH:18]=[CH:17][CH:16]=[CH:15][CH:14]=1. The catalyst class is: 413. (5) Reactant: Cl[C:2]([O:4][CH2:5][C:6]1[CH:11]=[CH:10][CH:9]=[CH:8][CH:7]=1)=[O:3].[NH:12]1[CH2:16][CH2:15][CH2:14][CH:13]1[C:17]([OH:19])=[O:18].Cl. Product: [CH2:5]([O:4][C:2]([N:12]1[CH2:16][CH2:15][CH2:14][CH:13]1[C:17]([OH:19])=[O:18])=[O:3])[C:6]1[CH:11]=[CH:10][CH:9]=[CH:8][CH:7]=1. The catalyst class is: 74. (6) Reactant: C(NC(C)C)(C)C.[Li]CCCC.[Br:13][C:14]1[CH:19]=[CH:18][CH:17]=[CH:16][N:15]=1.[C:20]1(=[O:24])[CH2:23][CH2:22][CH2:21]1. Product: [Br:13][C:14]1[C:19]([C:20]2([OH:24])[CH2:23][CH2:22][CH2:21]2)=[CH:18][CH:17]=[CH:16][N:15]=1. The catalyst class is: 1. (7) Reactant: [C:1]([Cl:6])(=O)[C:2](Cl)=[O:3].[CH:7]1[CH:12]=[CH:11][C:10]([CH2:13][NH:14][CH2:15][C:16]#[N:17])=[CH:9][CH:8]=1.[ClH:18]. Product: [CH2:13]([N:14]1[CH:15]=[C:16]([Cl:18])[N:17]=[C:1]([Cl:6])[C:2]1=[O:3])[C:10]1[CH:11]=[CH:12][CH:7]=[CH:8][CH:9]=1. The catalyst class is: 262. (8) Reactant: [F:1][C:2]1[CH:25]=[CH:24][CH:23]=[CH:22][C:3]=1[CH2:4][C:5]1([C:18](OC)=[O:19])[CH2:10][CH2:9][CH2:8][N:7]([C:11]([O:13][C:14]([CH3:17])([CH3:16])[CH3:15])=[O:12])[CH2:6]1.[H-].[Al+3].[Li+].[H-].[H-].[H-]. Product: [F:1][C:2]1[CH:25]=[CH:24][CH:23]=[CH:22][C:3]=1[CH2:4][C:5]1([CH2:18][OH:19])[CH2:10][CH2:9][CH2:8][N:7]([C:11]([O:13][C:14]([CH3:17])([CH3:15])[CH3:16])=[O:12])[CH2:6]1. The catalyst class is: 7. (9) Reactant: [Cl:1][C:2]1[C:7]([C:8]([F:11])([F:10])[F:9])=[C:6]([NH:12][CH2:13][C@@H:14]2[CH2:16][C@H:15]2[C:17]2[CH:22]=[CH:21][C:20]([F:23])=[CH:19][CH:18]=2)[CH:5]=[CH:4][N:3]=1.[H-].[Na+].I[CH3:27]. Product: [Cl:1][C:2]1[C:7]([C:8]([F:10])([F:11])[F:9])=[C:6]([N:12]([CH2:13][C@@H:14]2[CH2:16][C@H:15]2[C:17]2[CH:18]=[CH:19][C:20]([F:23])=[CH:21][CH:22]=2)[CH3:27])[CH:5]=[CH:4][N:3]=1. The catalyst class is: 3.